From a dataset of Forward reaction prediction with 1.9M reactions from USPTO patents (1976-2016). Predict the product of the given reaction. (1) The product is: [CH2:17]([C@:7]12[CH2:15][CH2:14][C:13](=[O:16])[CH:12]=[C:8]1[CH2:9][CH2:10][CH2:11][C:5]1[CH:4]=[C:3]([O:2][CH3:1])[CH:22]=[CH:21][C:6]=12)[CH3:24].[CH2:17]([C@@:7]12[CH2:15][CH2:14][C:13](=[O:16])[CH:12]=[C:8]1[CH2:9][CH2:10][CH2:11][C:5]1[CH:4]=[C:3]([O:2][CH3:1])[CH:22]=[CH:21][C:6]=12)[CH3:32]. Given the reactants [CH3:1][O:2][C:3]1[CH:22]=[CH:21][C:6]2[C:7]3([C:17](F)(F)F)[CH2:15][CH2:14][C:13](=[O:16])[CH:12]=[C:8]3[CH2:9][CH2:10][CH2:11][C:5]=2[CH:4]=1.N[CH:24](C(O)=O)CCSC.[CH3:32]S(O)(=O)=O, predict the reaction product. (2) Given the reactants [C:1]([N:4]([C:35]1[CH:40]=[CH:39][C:38]([Cl:41])=[CH:37][CH:36]=1)[C@H:5]1[C:14]2[C:9](=[CH:10][CH:11]=[CH:12][CH:13]=2)[N:8]([C:15]([C:17]2[CH:22]=[CH:21][C:20]([N:23]([CH3:33])[CH2:24][CH2:25][C:26]([CH3:32])([CH3:31])[C:27]([O:29]C)=[O:28])=[CH:19][CH:18]=2)=[O:16])[C@@H:7]([CH3:34])[CH2:6]1)(=[O:3])[CH3:2].[OH-].[Na+], predict the reaction product. The product is: [C:1]([N:4]([C:35]1[CH:36]=[CH:37][C:38]([Cl:41])=[CH:39][CH:40]=1)[C@H:5]1[C:14]2[C:9](=[CH:10][CH:11]=[CH:12][CH:13]=2)[N:8]([C:15]([C:17]2[CH:22]=[CH:21][C:20]([N:23]([CH3:33])[CH2:24][CH2:25][C:26]([CH3:32])([CH3:31])[C:27]([OH:29])=[O:28])=[CH:19][CH:18]=2)=[O:16])[C@@H:7]([CH3:34])[CH2:6]1)(=[O:3])[CH3:2].